Dataset: Full USPTO retrosynthesis dataset with 1.9M reactions from patents (1976-2016). Task: Predict the reactants needed to synthesize the given product. (1) Given the product [N:21]1([CH2:3][C:4]2[N:8]3[CH:9]=[C:10]([CH3:13])[CH:11]=[CH:12][C:7]3=[N:6][C:5]=2[C:14]2[CH:19]=[CH:18][C:17]([CH3:20])=[CH:16][CH:15]=2)[CH:25]=[CH:24][N:23]=[CH:22]1, predict the reactants needed to synthesize it. The reactants are: Cl.Cl[CH2:3][C:4]1[N:8]2[CH:9]=[C:10]([CH3:13])[CH:11]=[CH:12][C:7]2=[N:6][C:5]=1[C:14]1[CH:19]=[CH:18][C:17]([CH3:20])=[CH:16][CH:15]=1.[NH:21]1[CH:25]=[CH:24][N:23]=[CH:22]1.C([O-])(O)=O.[Na+]. (2) Given the product [F:1][C:2]1[CH:15]=[C:14]([N+:16]([O-:18])=[O:17])[CH:13]=[CH:12][C:3]=1[O:4][C:5]1[CH:10]=[CH:9][N:8]=[C:7]([NH:11][C:22]([N:21]2[CH2:24][CH2:25][CH2:20][CH2:19]2)=[O:28])[CH:6]=1, predict the reactants needed to synthesize it. The reactants are: [F:1][C:2]1[CH:15]=[C:14]([N+:16]([O-:18])=[O:17])[CH:13]=[CH:12][C:3]=1[O:4][C:5]1[CH:10]=[CH:9][N:8]=[C:7]([NH2:11])[CH:6]=1.[CH2:19]([N:21]([CH2:24][CH3:25])[CH2:22]C)[CH3:20].ClC(OC1C=CC=CC=1)=[O:28].N1CCCC1. (3) The reactants are: [CH3:1][O:2][C:3]1[CH:4]=[C:5]([CH2:11][C:12]#[N:13])[CH:6]=[CH:7][C:8]=1[O:9][CH3:10].[F:14][C:15]([F:22])([F:21])[C:16](OCC)=[O:17].[O-]CC.[Na+]. Given the product [CH3:1][O:2][C:3]1[CH:4]=[C:5]([CH:11]([C:16](=[O:17])[C:15]([F:22])([F:21])[F:14])[C:12]#[N:13])[CH:6]=[CH:7][C:8]=1[O:9][CH3:10], predict the reactants needed to synthesize it. (4) Given the product [CH2:8]([N:36]1[C:35]2[CH:40]=[CH:41][C:32]([CH3:31])=[CH:33][C:34]=2[O:38][C:37]1=[O:39])[C:5]1[CH:6]=[CH:7][CH:2]=[CH:3][CH:4]=1, predict the reactants needed to synthesize it. The reactants are: N[C:2]1[CH:7]=[CH:6][C:5]([CH3:8])=[CH:4][C:3]=1O.ClC(Cl)(OC(=O)OC(Cl)(Cl)Cl)Cl.C(N(C(C)C)CC)(C)C.[CH3:31][C:32]1[CH:41]=[CH:40][C:35]2[NH:36][C:37](=[O:39])[O:38][C:34]=2[CH:33]=1.C([O-])([O-])=O.[K+].[K+].C(Br)C1C=CC=CC=1. (5) Given the product [CH2:4]([N:33]1[CH:32]=[C:31]2[C:35]([CH:36]=[CH:37][CH:38]=[C:30]2[NH:29][C:27]([NH:26][C:24]2[CH:25]=[C:20]([S:17]([CH3:16])(=[O:18])=[O:19])[CH:21]=[CH:22][C:23]=2[O:40][CH3:41])=[S:28])=[N:34]1)[CH3:5], predict the reactants needed to synthesize it. The reactants are: N([C:4]1C=C(S(C)(=O)=O)C=C[C:5]=1OC)=C=S.[CH3:16][S:17]([C:20]1[CH:21]=[CH:22][C:23]([O:40][CH3:41])=[C:24]([NH:26][C:27]([NH:29][C:30]2[CH:38]=[CH:37][CH:36]=[C:35]3[C:31]=2[CH:32]=[N:33][N:34]3C)=[S:28])[CH:25]=1)(=[O:19])=[O:18]. (6) Given the product [Cl:1][C:2]1[C:11]2[C:6](=[CH:7][CH:8]=[C:9]([C:12]([C:20]3[C:21]([CH3:27])=[N:22][C:23]([CH3:26])=[CH:24][CH:25]=3)([C:13]3[N:17]([CH3:18])[N:16]=[N:15][CH:14]=3)[OH:19])[CH:10]=2)[N:5]=[C:4]([O:28][CH3:29])[C:3]=1[O:30][CH2:32][CH2:33][N:34]1[CH2:39][CH2:38][O:37][CH2:36][CH2:35]1, predict the reactants needed to synthesize it. The reactants are: [Cl:1][C:2]1[C:11]2[C:6](=[CH:7][CH:8]=[C:9]([C:12]([C:20]3[C:21]([CH3:27])=[N:22][C:23]([CH3:26])=[CH:24][CH:25]=3)([OH:19])[C:13]3[N:17]([CH3:18])[N:16]=[N:15][CH:14]=3)[CH:10]=2)[N:5]=[C:4]([O:28][CH3:29])[C:3]=1[OH:30].O[CH2:32][CH2:33][N:34]1[CH2:39][CH2:38][O:37][CH2:36][CH2:35]1.C1C=CC(P(C2C=CC=CC=2)C2C=CC=CC=2)=CC=1.CC(OC(/N=N/C(OC(C)C)=O)=O)C.